This data is from Reaction yield outcomes from USPTO patents with 853,638 reactions. The task is: Predict the reaction yield, written as a fraction of the theoretical maximum amount of product (1.0 means a 100% yield; for example, 0.34 means a 34% yield). (1) The reactants are Br[C:2]1[CH:16]=[CH:15][C:5]([O:6][CH2:7][CH2:8][N:9]2[CH2:14][CH2:13][CH2:12][CH2:11][CH2:10]2)=[CH:4][CH:3]=1.C([Li])CCC.C[O:23][C:24]1[CH:33]=[C:32]2[C:27]([C:28]3[CH:38]=[CH:37][C:36]([C:39]4([CH3:44])OCC[O:40]4)=[CH:35][C:29]=3[C:30](=O)[O:31]2)=[CH:26][CH:25]=1.[Li]. The catalyst is C1COCC1.O. The product is [OH:23][C:24]1[CH:33]=[C:32]2[C:27]([C:28]3[CH:38]=[CH:37][C:36]([C:39](=[O:40])[CH3:44])=[CH:35][C:29]=3[CH:30]([C:2]3[CH:16]=[CH:15][C:5]([O:6][CH2:7][CH2:8][N:9]4[CH2:14][CH2:13][CH2:12][CH2:11][CH2:10]4)=[CH:4][CH:3]=3)[O:31]2)=[CH:26][CH:25]=1. The yield is 0.480. (2) The reactants are [CH2:1]([OH:6])[C:2]([F:5])([F:4])[F:3].[H-].[Na+].[NH2:9][C:10]1[N:15]=[C:14](Cl)[CH:13]=[C:12](Cl)[N:11]=1. The catalyst is C1COCC1.C(#N)C. The product is [NH2:9][C:10]1[N:15]=[C:14]([O:6][CH2:1][C:2]([F:5])([F:4])[F:3])[CH:13]=[C:12]([O:6][CH2:1][C:2]([F:5])([F:4])[F:3])[N:11]=1. The yield is 0.960.